This data is from Catalyst prediction with 721,799 reactions and 888 catalyst types from USPTO. The task is: Predict which catalyst facilitates the given reaction. (1) Reactant: [H-].[Na+].COP([CH2:9][C:10]([O:12][CH3:13])=[O:11])(OC)=O.[F:14][C:15]1([F:22])[CH2:20][CH2:19][C:18](=O)[CH2:17][CH2:16]1. Product: [F:14][C:15]1([F:22])[CH2:20][CH2:19][C:18](=[CH:9][C:10]([O:12][CH3:13])=[O:11])[CH2:17][CH2:16]1. The catalyst class is: 1. (2) Reactant: [CH2:1]([O:8][C:9]([N:11]1[CH2:15][CH:14]([O:16][C:17](OC2C=CC([N+]([O-])=O)=CC=2)=[O:18])[CH2:13][N:12]1[C:29](=[O:38])[CH2:30][C:31]1[CH:36]=[CH:35][C:34]([F:37])=[CH:33][CH:32]=1)=[O:10])[C:2]1[CH:7]=[CH:6][CH:5]=[CH:4][CH:3]=1.[NH:39]1[CH2:44][CH2:43][O:42][CH2:41][CH2:40]1. Product: [CH2:1]([O:8][C:9]([N:11]1[CH2:15][CH:14]([O:16][C:17]([N:39]2[CH2:44][CH2:43][O:42][CH2:41][CH2:40]2)=[O:18])[CH2:13][N:12]1[C:29](=[O:38])[CH2:30][C:31]1[CH:36]=[CH:35][C:34]([F:37])=[CH:33][CH:32]=1)=[O:10])[C:2]1[CH:7]=[CH:6][CH:5]=[CH:4][CH:3]=1. The catalyst class is: 4.